Dataset: Forward reaction prediction with 1.9M reactions from USPTO patents (1976-2016). Task: Predict the product of the given reaction. (1) Given the reactants [CH3:1][S-:2].[Na+].Cl[CH2:5][C:6]1[CH:11]=[C:10]([N+:12]([O-:14])=[O:13])[CH:9]=[C:8]([F:15])[CH:7]=1, predict the reaction product. The product is: [F:15][C:8]1[CH:9]=[C:10]([N+:12]([O-:14])=[O:13])[CH:11]=[C:6]([CH2:5][S:2][CH3:1])[CH:7]=1. (2) The product is: [CH2:1]([O:3][C:4]([C:5]1[O:6][C:7]2[CH:12]=[C:11]([O:13][CH2:14][C:15]3[CH:20]=[CH:19][CH:18]=[CH:17][CH:16]=3)[C:10]([O:21][CH3:22])=[CH:9][C:8]=2[CH:23]=1)=[O:25])[CH3:2]. Given the reactants [CH2:1]([O:3][C:4](=[O:25])[CH2:5][O:6][C:7]1[CH:12]=[C:11]([O:13][CH2:14][C:15]2[CH:20]=[CH:19][CH:18]=[CH:17][CH:16]=2)[C:10]([O:21][CH3:22])=[CH:9][C:8]=1[CH:23]=O)[CH3:2].N12CCCN=C1CCCCC2.C(O)(=O)C, predict the reaction product. (3) Given the reactants [C:1]([C:5]1[CH:12]=[CH:11][C:8]([CH:9]=O)=[CH:7][CH:6]=1)([CH3:4])([CH3:3])[CH3:2].[NH2:13][C:14]1[S:15][C:16]([S:19]([C:22]2[CH:27]=[CH:26][C:25]([N+:28]([O-:30])=[O:29])=[CH:24][CH:23]=2)(=[O:21])=[O:20])=[CH:17][N:18]=1.C[O:32][C:33](=O)[C:34](=[O:43])[CH2:35][C:36](=[O:42])[C:37]1[S:38][CH:39]=[CH:40][N:41]=1, predict the reaction product. The product is: [C:1]([C:5]1[CH:12]=[CH:11][C:8]([CH:9]2[N:13]([C:14]3[S:15][C:16]([S:19]([C:22]4[CH:23]=[CH:24][C:25]([N+:28]([O-:30])=[O:29])=[CH:26][CH:27]=4)(=[O:20])=[O:21])=[CH:17][N:18]=3)[C:33](=[O:32])[C:34]([OH:43])=[C:35]2[C:36]([C:37]2[S:38][CH:39]=[CH:40][N:41]=2)=[O:42])=[CH:7][CH:6]=1)([CH3:4])([CH3:3])[CH3:2]. (4) The product is: [NH2:8][C@@H:9]([CH:41]([CH3:43])[CH3:42])[C:10]([N:12]1[CH2:17][CH2:16][N:15]([C:18]([O:20][CH2:21][C:22]2[CH:27]=[CH:26][CH:25]=[CH:24][CH:23]=2)=[O:19])[CH2:14][C@H:13]1[C:28]([NH:30][C@H:31]1[C:40]2[C:35](=[CH:36][CH:37]=[CH:38][CH:39]=2)[CH2:34][CH2:33][CH2:32]1)=[O:29])=[O:11]. Given the reactants C(OC([NH:8][C@@H:9]([CH:41]([CH3:43])[CH3:42])[C:10]([N:12]1[CH2:17][CH2:16][N:15]([C:18]([O:20][CH2:21][C:22]2[CH:27]=[CH:26][CH:25]=[CH:24][CH:23]=2)=[O:19])[CH2:14][C@H:13]1[C:28]([NH:30][C@H:31]1[C:40]2[C:35](=[CH:36][CH:37]=[CH:38][CH:39]=2)[CH2:34][CH2:33][CH2:32]1)=[O:29])=[O:11])=O)(C)(C)C.C(O)(C(F)(F)F)=O, predict the reaction product. (5) Given the reactants [C:1]([O:13][CH2:14][C:15]1[CH:20]=[CH:19][CH:18]=[CH:17][CH:16]=1)(=[O:12])[CH2:2][CH2:3][CH2:4][CH2:5][CH2:6][CH2:7][CH2:8][C:9](O)=[O:10].[BH4-].[Na+].[H][H].[B-](F)(F)(F)[O+](C)C, predict the reaction product. The product is: [OH:10][CH2:9][CH2:8][CH2:7][CH2:6][CH2:5][CH2:4][CH2:3][CH2:2][C:1]([O:13][CH2:14][C:15]1[CH:16]=[CH:17][CH:18]=[CH:19][CH:20]=1)=[O:12]. (6) Given the reactants C(C1(NC([C@@H]2C[C@@H](S(C3C=CC=CC=3C(F)(F)F)(=O)=O)CN2C2N(C3C=CC=CC=3)N=C(C)C=2)=O)CC1)#N.COC([C@H]1C[C@@H](S(C2C=CC=CC=2C(F)(F)F)(=O)=O)CN1C(=O)CC(=O)C)=O.COC1C=CC(P2(SP(C3C=CC(OC)=CC=3)(=S)S2)=S)=CC=1.Cl.C1(NN)CCC1.[CH3:96][O:97][C:98]([C@H:100]1[CH2:104][C@@H:103]([S:105]([C:108]2[CH:113]=[CH:112][CH:111]=[CH:110][C:109]=2[C:114]([F:117])([F:116])[F:115])(=[O:107])=[O:106])[CH2:102][N:101]1[C:118]1[N:119]([CH:124]2[CH2:127][CH2:126][CH2:125]2)[N:120]=[C:121]([CH3:123])[CH:122]=1)=[O:99], predict the reaction product. The product is: [CH3:96][O:97][C:98]([C@@H:100]1[CH2:104][C@@H:103]([S:105]([C:108]2[CH:113]=[CH:112][CH:111]=[CH:110][C:109]=2[C:114]([F:117])([F:115])[F:116])(=[O:107])=[O:106])[CH2:102][N:101]1[C:118]1[N:119]([CH:124]2[CH2:127][CH2:126][CH2:125]2)[N:120]=[C:121]([CH3:123])[CH:122]=1)=[O:99]. (7) Given the reactants Br[C:2]1[C:3]([CH2:9]Br)=[N:4][C:5]([Cl:8])=[CH:6][CH:7]=1.[C:11]([N:14]1[C:21]2[CH:22]=[CH:23][CH:24]=[CH:25][C:20]=2[CH:19]=[CH:18]C2N=C(Cl)C(F)=CC=2C1)(=[O:13])[CH3:12], predict the reaction product. The product is: [Cl:8][C:5]1[CH:6]=[CH:7][C:2]2[CH:18]=[CH:19][C:20]3[CH:25]=[CH:24][CH:23]=[CH:22][C:21]=3[N:14]([C:11](=[O:13])[CH3:12])[CH2:9][C:3]=2[N:4]=1.